Dataset: Full USPTO retrosynthesis dataset with 1.9M reactions from patents (1976-2016). Task: Predict the reactants needed to synthesize the given product. (1) Given the product [Cl:1][C:2]1[C:3]([C:17]2[CH:22]=[CH:21][CH:20]=[C:19]([NH:23][CH2:24][C:25]3[CH:30]=[CH:29][CH:28]=[C:27]([F:31])[CH:26]=3)[N:18]=2)=[CH:4][C:5]([NH:8][C@@H:9]2[CH2:13][CH2:12][C@H:11]([C:14]([N:33]([CH3:34])[CH3:32])=[O:15])[CH2:10]2)=[N:6][CH:7]=1, predict the reactants needed to synthesize it. The reactants are: [Cl:1][C:2]1[C:3]([C:17]2[CH:22]=[CH:21][CH:20]=[C:19]([NH:23][CH2:24][C:25]3[CH:30]=[CH:29][CH:28]=[C:27]([F:31])[CH:26]=3)[N:18]=2)=[CH:4][C:5]([NH:8][C@@H:9]2[CH2:13][CH2:12][C@H:11]([C:14](O)=[O:15])[CH2:10]2)=[N:6][CH:7]=1.[CH3:32][NH:33][CH3:34].C1COCC1.Cl.C(N=C=NCCCN(C)C)C.N1C2C(=NC=CC=2)N(O)N=1.C(N(C(C)C)CC)(C)C. (2) Given the product [C:1]([N:4]1[CH2:9][CH2:8][N:7]([CH2:10][CH2:11][CH2:12][O:13][C:14]2[CH:15]=[C:16]3[C:21](=[CH:22][C:23]=2[O:24][CH3:25])[N:20]=[CH:19][N:18]=[C:17]3[O:27][C:28]2[CH:29]=[C:30]3[C:34](=[CH:35][CH:36]=2)[NH:33][N:32]=[CH:31]3)[CH2:6][CH2:5]1)(=[O:3])[CH3:2], predict the reactants needed to synthesize it. The reactants are: [C:1]([N:4]1[CH2:9][CH2:8][N:7]([CH2:10][CH2:11][CH2:12][O:13][C:14]2[CH:15]=[C:16]3[C:21](=[CH:22][C:23]=2[O:24][CH3:25])[N:20]=[CH:19][N:18]=[C:17]3Cl)[CH2:6][CH2:5]1)(=[O:3])[CH3:2].[OH:27][C:28]1[CH:29]=[C:30]2[C:34](=[CH:35][CH:36]=1)[NH:33][N:32]=[CH:31]2.C(=O)([O-])[O-].[Cs+].[Cs+].